This data is from Peptide-MHC class I binding affinity with 185,985 pairs from IEDB/IMGT. The task is: Regression. Given a peptide amino acid sequence and an MHC pseudo amino acid sequence, predict their binding affinity value. This is MHC class I binding data. (1) The peptide sequence is KKCCYHCQFCF. The MHC is Mamu-B03 with pseudo-sequence Mamu-B03. The binding affinity (normalized) is 0.393. (2) The peptide sequence is QQSEARRML. The MHC is HLA-B44:02 with pseudo-sequence HLA-B44:02. The binding affinity (normalized) is 0.0847. (3) The peptide sequence is SQYDPKELL. The MHC is HLA-B08:01 with pseudo-sequence HLA-B08:01. The binding affinity (normalized) is 0.213. (4) The peptide sequence is NHQGATPLVL. The MHC is Mamu-A07 with pseudo-sequence Mamu-A07. The binding affinity (normalized) is 0.731. (5) The binding affinity (normalized) is 1.00. The peptide sequence is SMVNGVVRL. The MHC is HLA-A02:11 with pseudo-sequence HLA-A02:11. (6) The peptide sequence is YTVRGTGKY. The MHC is HLA-B48:01 with pseudo-sequence HLA-B48:01. The binding affinity (normalized) is 0.0847.